This data is from Full USPTO retrosynthesis dataset with 1.9M reactions from patents (1976-2016). The task is: Predict the reactants needed to synthesize the given product. (1) Given the product [Br:1][C:2]1[CH:7]=[C:6]([C:11]([CH3:16])([CH3:10])[CH2:12][C:13]([OH:15])=[O:14])[CH:5]=[CH:4][C:3]=1[O:8][CH3:9], predict the reactants needed to synthesize it. The reactants are: [Br:1][C:2]1[CH:7]=[CH:6][CH:5]=[CH:4][C:3]=1[O:8][CH3:9].[CH3:10][C:11]([CH3:16])=[CH:12][C:13]([OH:15])=[O:14].[Cl-].[Al+3].[Cl-].[Cl-]. (2) The reactants are: [CH3:1]N1C(=O)CCC1.C[C:9]1[C:17](N)=[CH:16][CH:15]=[CH:14][C:10]=1[C:11]([OH:13])=O.[NH2:19][C:20]([NH2:22])=[O:21]. Given the product [CH3:1][C:17]1[CH:16]=[CH:15][CH:14]=[C:10]2[C:9]=1[NH:22][C:20](=[O:21])[NH:19][C:11]2=[O:13], predict the reactants needed to synthesize it. (3) Given the product [CH3:17][C:18]1[CH:19]=[N:20][N:21]([C:23]2[CH:24]=[CH:25][C:26]([O:1][CH2:2][C@H:3]3[C@H:8]([NH:9][C:10](=[O:16])[O:11][C:12]([CH3:13])([CH3:15])[CH3:14])[CH2:7][CH2:6][O:5][CH2:4]3)=[CH:27][CH:28]=2)[CH:22]=1, predict the reactants needed to synthesize it. The reactants are: [OH:1][CH2:2][C@H:3]1[C@H:8]([NH:9][C:10](=[O:16])[O:11][C:12]([CH3:15])([CH3:14])[CH3:13])[CH2:7][CH2:6][O:5][CH2:4]1.[CH3:17][C:18]1[CH:19]=[N:20][N:21]([C:23]2[CH:28]=[CH:27][C:26](O)=[CH:25][CH:24]=2)[CH:22]=1.C1CCN(C(N=NC(N2CCCCC2)=O)=O)CC1.P(CCCC)(CCCC)CCCC. (4) Given the product [C:3]([C:7]1[CH:19]=[CH:18][C:10]([CH2:11][N:12]2[CH2:16][CH2:15][N:14]([CH2:21][C:22]3[CH:23]=[CH:24][C:25]([N:28]4[C:29](=[O:38])[C:30]5[C:35](=[CH:34][CH:33]=[CH:32][CH:31]=5)[C:36]4=[O:37])=[CH:26][CH:27]=3)[C:13]2=[O:17])=[CH:9][CH:8]=1)([CH3:6])([CH3:4])[CH3:5], predict the reactants needed to synthesize it. The reactants are: [H-].[Na+].[C:3]([C:7]1[CH:19]=[CH:18][C:10]([CH2:11][N:12]2[CH2:16][CH2:15][NH:14][C:13]2=[O:17])=[CH:9][CH:8]=1)([CH3:6])([CH3:5])[CH3:4].Br[CH2:21][C:22]1[CH:27]=[CH:26][C:25]([N:28]2[C:36](=[O:37])[C:35]3[C:30](=[CH:31][CH:32]=[CH:33][CH:34]=3)[C:29]2=[O:38])=[CH:24][CH:23]=1.[Br-].Cl. (5) Given the product [CH3:5][O:6][C:7](=[O:17])[C:8]1[CH:13]=[CH:12][C:11]([CH2:14][N:1]=[N+:2]=[N-:3])=[CH:10][C:9]=1[Cl:16], predict the reactants needed to synthesize it. The reactants are: [N-:1]=[N+:2]=[N-:3].[Na+].[CH3:5][O:6][C:7](=[O:17])[C:8]1[CH:13]=[CH:12][C:11]([CH2:14]Br)=[CH:10][C:9]=1[Cl:16]. (6) Given the product [F:13][C:14]1[C:15]([B:27]([OH:32])[OH:28])=[CH:16][C:17]([CH2:20][N:21]2[CH2:26][CH2:25][S:24][CH2:23][CH2:22]2)=[CH:18][N:19]=1, predict the reactants needed to synthesize it. The reactants are: C(NC(C)C)(C)C.C([Li])CCC.[F:13][C:14]1[N:19]=[CH:18][C:17]([CH2:20][N:21]2[CH2:26][CH2:25][S:24][CH2:23][CH2:22]2)=[CH:16][CH:15]=1.[B:27](OC(C)C)([O:32]C(C)C)[O:28]C(C)C. (7) Given the product [C:27]1([C:20]([C:33]2[CH:38]=[CH:37][CH:36]=[CH:35][CH:34]=2)([C:21]2[CH:26]=[CH:25][CH:24]=[CH:23][CH:22]=2)[S:19][CH2:18][CH2:17][CH2:16][C:6]([C:11]([OH:12])=[O:10])([C:7]([OH:15])=[O:8])[CH2:5][CH2:4][C:3]([OH:39])=[O:2])[CH:32]=[CH:31][CH:30]=[CH:29][CH:28]=1, predict the reactants needed to synthesize it. The reactants are: C[O:2][C:3](=[O:39])[CH2:4][CH2:5][C:6]1([CH2:16][CH2:17][CH2:18][S:19][C:20]([C:33]2[CH:38]=[CH:37][CH:36]=[CH:35][CH:34]=2)([C:27]2[CH:32]=[CH:31][CH:30]=[CH:29][CH:28]=2)[C:21]2[CH:26]=[CH:25][CH:24]=[CH:23][CH:22]=2)[C:11](=[O:12])[O:10]C(C)(C)[O:8][C:7]1=[O:15].[OH-].[Na+]. (8) Given the product [Cl:21][C:16]1[C:17]([O:19][CH3:20])=[CH:18][C:10]2[O:9][CH:8]([C:6]([OH:7])=[O:5])[CH2:13][N:12]([CH3:14])[C:11]=2[CH:15]=1, predict the reactants needed to synthesize it. The reactants are: [OH-].[Li+].C([O:5][C:6]([CH:8]1[CH2:13][N:12]([CH3:14])[C:11]2[CH:15]=[C:16]([Cl:21])[C:17]([O:19][CH3:20])=[CH:18][C:10]=2[O:9]1)=[O:7])C.